From a dataset of Reaction yield outcomes from USPTO patents with 853,638 reactions. Predict the reaction yield, written as a fraction of the theoretical maximum amount of product (1.0 means a 100% yield; for example, 0.34 means a 34% yield). (1) The reactants are [C:1]([O:5][C:6](=[O:35])[NH:7][S:8](=[O:34])(=[O:33])[NH:9][CH2:10][CH2:11][O:12][NH:13][C:14]([C@@H:16]1[CH2:22][CH2:21][C@@H:20]2[CH2:23][N:17]1[C:18](=[O:32])[N:19]2[O:24]CC1C=CC=CC=1)=[O:15])([CH3:4])([CH3:3])[CH3:2]. The catalyst is CO.[Pd]. The product is [C:1]([O:5][C:6](=[O:35])[NH:7][S:8](=[O:33])(=[O:34])[NH:9][CH2:10][CH2:11][O:12][NH:13][C:14]([C@@H:16]1[CH2:22][CH2:21][C@@H:20]2[CH2:23][N:17]1[C:18](=[O:32])[N:19]2[OH:24])=[O:15])([CH3:4])([CH3:2])[CH3:3]. The yield is 0.880. (2) The reactants are [Cl:1][C:2]1[CH:23]=[C:22]([Cl:24])[CH:21]=[CH:20][C:3]=1[CH2:4][N:5]1[C:9](/[CH:10]=[CH:11]/[C:12]([OH:14])=O)=[CH:8][C:7]([O:15][CH2:16][CH2:17][O:18][CH3:19])=[N:6]1.[CH2:25]([S:30]([NH2:33])(=[O:32])=[O:31])[CH2:26][CH2:27][CH2:28][CH3:29].N12CCCN=C1CCCCC2. The catalyst is CN(C)C=O. The product is [Cl:1][C:2]1[CH:23]=[C:22]([Cl:24])[CH:21]=[CH:20][C:3]=1[CH2:4][N:5]1[C:9](/[CH:10]=[CH:11]/[C:12]([NH:33][S:30]([CH2:25][CH2:26][CH2:27][CH2:28][CH3:29])(=[O:32])=[O:31])=[O:14])=[CH:8][C:7]([O:15][CH2:16][CH2:17][O:18][CH3:19])=[N:6]1. The yield is 0.0400. (3) The reactants are [C:1]1([C:7]2[CH:12]=[C:11]([CH2:13][S:14]([N:17]3[CH2:22][C@H:21]([CH3:23])[NH:20][C@H:19]([CH3:24])[CH2:18]3)(=[O:16])=[O:15])[CH:10]=[CH:9][C:8]=2[NH:25][C:26]([C:28]2[N:29](COCC[Si](C)(C)C)[CH:30]=[C:31]([C:33]#[N:34])[N:32]=2)=[O:27])[CH2:6][CH2:5][CH2:4][CH2:3][CH:2]=1.CCO.C(O)(C(F)(F)F)=O. The catalyst is C(Cl)Cl. The product is [C:1]1([C:7]2[CH:12]=[C:11]([CH2:13][S:14]([N:17]3[CH2:18][C@H:19]([CH3:24])[NH:20][C@H:21]([CH3:23])[CH2:22]3)(=[O:15])=[O:16])[CH:10]=[CH:9][C:8]=2[NH:25][C:26]([C:28]2[NH:29][CH:30]=[C:31]([C:33]#[N:34])[N:32]=2)=[O:27])[CH2:6][CH2:5][CH2:4][CH2:3][CH:2]=1. The yield is 0.0700. (4) The reactants are Br[C:2]1[C:10]2[CH:9]([C:11]3[CH:16]=[CH:15][C:14]([Cl:17])=[CH:13][CH:12]=3)[CH2:8][NH:7][C:6](=[O:18])[C:5]=2[S:4][C:3]=1[N:19]1[CH2:24][CH2:23][O:22][CH2:21][CH2:20]1.C(=O)([O-])[O-].[Cs+].[Cs+].O1CCO[CH2:33][CH2:32]1.C(OB(C=C)OCCCC)CCC. The catalyst is O.[Pd].C1(P(C2C=CC=CC=2)C2C=CC=CC=2)C=CC=CC=1.C1(P(C2C=CC=CC=2)C2C=CC=CC=2)C=CC=CC=1.C1(P(C2C=CC=CC=2)C2C=CC=CC=2)C=CC=CC=1.C1(P(C2C=CC=CC=2)C2C=CC=CC=2)C=CC=CC=1. The product is [Cl:17][C:14]1[CH:15]=[CH:16][C:11]([CH:9]2[CH2:8][NH:7][C:6](=[O:18])[C:5]3[S:4][C:3]([N:19]4[CH2:24][CH2:23][O:22][CH2:21][CH2:20]4)=[C:2]([CH:32]=[CH2:33])[C:10]2=3)=[CH:12][CH:13]=1. The yield is 0.610.